Dataset: Peptide-MHC class I binding affinity with 185,985 pairs from IEDB/IMGT. Task: Regression. Given a peptide amino acid sequence and an MHC pseudo amino acid sequence, predict their binding affinity value. This is MHC class I binding data. (1) The peptide sequence is PIRVCLLPR. The MHC is HLA-A68:01 with pseudo-sequence HLA-A68:01. The binding affinity (normalized) is 0.204. (2) The binding affinity (normalized) is 0.0847. The MHC is HLA-A26:01 with pseudo-sequence HLA-A26:01. The peptide sequence is ALKANNKVY. (3) The binding affinity (normalized) is 0.0847. The MHC is HLA-A69:01 with pseudo-sequence HLA-A69:01. The peptide sequence is RRMGGLRKY. (4) The peptide sequence is YLQAKSQVL. The MHC is HLA-B08:01 with pseudo-sequence HLA-B08:01. The binding affinity (normalized) is 0.431. (5) The peptide sequence is ILMIFISSFL. The MHC is HLA-A02:03 with pseudo-sequence HLA-A02:03. The binding affinity (normalized) is 0.879. (6) The peptide sequence is TDRWGLTKSI. The binding affinity (normalized) is 0. The MHC is Mamu-B01 with pseudo-sequence Mamu-B01. (7) The peptide sequence is VAIDRPAEV. The MHC is HLA-C15:02 with pseudo-sequence HLA-C15:02. The binding affinity (normalized) is 0.756. (8) The peptide sequence is YKEPNSIIL. The MHC is HLA-A26:03 with pseudo-sequence HLA-A26:03. The binding affinity (normalized) is 0.0847. (9) The peptide sequence is SRLGIVVLR. The MHC is HLA-B08:01 with pseudo-sequence HLA-B08:01. The binding affinity (normalized) is 0.0847.